From a dataset of Forward reaction prediction with 1.9M reactions from USPTO patents (1976-2016). Predict the product of the given reaction. (1) Given the reactants [OH:1][CH2:2][CH2:3][CH2:4][CH2:5][CH2:6][O:7][C:8]1[CH:13]=[CH:12][N:11]=[C:10]([CH2:14]Cl)[C:9]=1[CH3:16].[SH:17][C:18]1[NH:19][C:20]2[CH:26]=[CH:25][CH:24]=[CH:23][C:21]=2[N:22]=1.[OH-].[Na+].CO, predict the reaction product. The product is: [OH:1][CH2:2][CH2:3][CH2:4][CH2:5][CH2:6][O:7][C:8]1[CH:13]=[CH:12][N:11]=[C:10]([CH2:14][S:17][C:18]2[NH:22][C:21]3[CH:23]=[CH:24][CH:25]=[CH:26][C:20]=3[N:19]=2)[C:9]=1[CH3:16]. (2) The product is: [Cl:3][C:2]1[N:1]=[C:8]([NH:18][CH2:17][C:14]2[CH:15]=[CH:16][C:11]([F:10])=[CH:12][CH:13]=2)[N:7]=[C:5]([NH:22][CH2:26][C:27]2[CH:15]=[CH:16][C:11]([F:10])=[CH:12][CH:13]=2)[N:4]=1. Given the reactants [N:1]1[C:8](Cl)=[N:7][C:5](Cl)=[N:4][C:2]=1[Cl:3].[F:10][C:11]1[CH:16]=[CH:15][C:14]([CH2:17][NH2:18])=[CH:13][CH:12]=1.C([N:22]([CH2:26][CH3:27])C(C)C)(C)C, predict the reaction product. (3) Given the reactants Cl[C:2]1[C:11]2[C:6](=[CH:7][C:8]([C:14]3[C:15]([CH3:20])=[N:16][O:17][C:18]=3[CH3:19])=[C:9]([O:12][CH3:13])[CH:10]=2)[N:5]=[CH:4][C:3]=1[N+:21]([O-:23])=[O:22].[CH3:24][C:25]1[S:26][C:27]([CH2:31][NH2:32])=[C:28]([CH3:30])[N:29]=1, predict the reaction product. The product is: [CH3:20][C:15]1[C:14]([C:8]2[CH:7]=[C:6]3[C:11]([C:2]([NH:32][CH2:31][C:27]4[S:26][C:25]([CH3:24])=[N:29][C:28]=4[CH3:30])=[C:3]([N+:21]([O-:23])=[O:22])[CH:4]=[N:5]3)=[CH:10][C:9]=2[O:12][CH3:13])=[C:18]([CH3:19])[O:17][N:16]=1.